This data is from NCI-60 drug combinations with 297,098 pairs across 59 cell lines. The task is: Regression. Given two drug SMILES strings and cell line genomic features, predict the synergy score measuring deviation from expected non-interaction effect. (1) Drug 1: CC12CCC3C(C1CCC2=O)CC(=C)C4=CC(=O)C=CC34C. Drug 2: C1=CC(=CC=C1CCC2=CNC3=C2C(=O)NC(=N3)N)C(=O)NC(CCC(=O)O)C(=O)O. Cell line: OVCAR-8. Synergy scores: CSS=35.2, Synergy_ZIP=-0.868, Synergy_Bliss=-4.38, Synergy_Loewe=-3.53, Synergy_HSA=-1.68. (2) Drug 1: CN(C)C1=NC(=NC(=N1)N(C)C)N(C)C. Drug 2: C1C(C(OC1N2C=NC3=C2NC=NCC3O)CO)O. Cell line: M14. Synergy scores: CSS=-5.98, Synergy_ZIP=1.01, Synergy_Bliss=-4.52, Synergy_Loewe=-8.25, Synergy_HSA=-7.94. (3) Drug 1: C1=C(C(=O)NC(=O)N1)N(CCCl)CCCl. Drug 2: CC1=C2C(C(=O)C3(C(CC4C(C3C(C(C2(C)C)(CC1OC(=O)C(C(C5=CC=CC=C5)NC(=O)OC(C)(C)C)O)O)OC(=O)C6=CC=CC=C6)(CO4)OC(=O)C)O)C)O. Cell line: MDA-MB-231. Synergy scores: CSS=26.2, Synergy_ZIP=-13.1, Synergy_Bliss=-13.8, Synergy_Loewe=-28.2, Synergy_HSA=-9.45. (4) Drug 1: CC1C(C(CC(O1)OC2CC(CC3=C2C(=C4C(=C3O)C(=O)C5=C(C4=O)C(=CC=C5)OC)O)(C(=O)CO)O)N)O.Cl. Drug 2: C1CCN(CC1)CCOC2=CC=C(C=C2)C(=O)C3=C(SC4=C3C=CC(=C4)O)C5=CC=C(C=C5)O. Cell line: OVCAR3. Synergy scores: CSS=3.55, Synergy_ZIP=-3.05, Synergy_Bliss=-4.70, Synergy_Loewe=-5.45, Synergy_HSA=-4.44. (5) Drug 1: C1=NC2=C(N1)C(=S)N=C(N2)N. Drug 2: CCC1(C2=C(COC1=O)C(=O)N3CC4=CC5=C(C=CC(=C5CN(C)C)O)N=C4C3=C2)O.Cl. Cell line: NCI-H522. Synergy scores: CSS=28.8, Synergy_ZIP=-15.5, Synergy_Bliss=-8.79, Synergy_Loewe=-17.9, Synergy_HSA=-4.49.